Binary Classification. Given a miRNA mature sequence and a target amino acid sequence, predict their likelihood of interaction. From a dataset of Experimentally validated miRNA-target interactions with 360,000+ pairs, plus equal number of negative samples. The miRNA is hsa-miR-8485 with sequence CACACACACACACACACGUAU. The protein sequence of the target gene is MDPLFQQTHKQVHEIQSCMGRLETADKQSVHIVENEIQASIDQIFSRLERLEILSSKEPPNKRQNARLRVDQLKYDVQHLQTALRNFQHRRHAREQQERQREELLSRTFTTNDSDTTIPMDESLQFNSSLQKVHNGMDDLILDGHNILDGLRTQRLTLKGTQKKILDIANMLGLSNTVMRLIEKRAFQDKYFMIGGMLLTCVVMFLVVQYLT. Result: 1 (interaction).